Dataset: Forward reaction prediction with 1.9M reactions from USPTO patents (1976-2016). Task: Predict the product of the given reaction. (1) Given the reactants [C:1]([O:5][C:6]([N:8]1[CH2:20][C@@H:19]([CH3:21])[N:18]2[C@H:10]([CH2:11][C:12]3[C:17]2=[N:16][C:15]([CH3:22])=[C:14](Br)[CH:13]=3)[CH2:9]1)=[O:7])([CH3:4])([CH3:3])[CH3:2].C([Li])(C)(C)C.CN(C)[CH:31]=[O:32].[Cl-].[NH4+], predict the reaction product. The product is: [C:1]([O:5][C:6]([N:8]1[CH2:20][C@@H:19]([CH3:21])[N:18]2[C@H:10]([CH2:11][C:12]3[C:17]2=[N:16][C:15]([CH3:22])=[C:14]([CH:31]=[O:32])[CH:13]=3)[CH2:9]1)=[O:7])([CH3:4])([CH3:3])[CH3:2]. (2) Given the reactants [F:1][C:2]([F:18])([F:17])[O:3][C:4]1[CH:5]=[C:6]([C:10]2[O:14][C:13]([CH:15]=O)=[CH:12][CH:11]=2)[CH:7]=[CH:8][CH:9]=1.[CH3:19][CH:20]([CH3:36])[C:21]([NH:23][C:24]1[CH:29]=[CH:28][CH:27]=[C:26]([CH:30]2[CH2:35][CH2:34][NH:33][CH2:32][CH2:31]2)[CH:25]=1)=[O:22], predict the reaction product. The product is: [CH3:19][CH:20]([CH3:36])[C:21]([NH:23][C:24]1[CH:29]=[CH:28][CH:27]=[C:26]([CH:30]2[CH2:35][CH2:34][N:33]([CH2:15][C:13]3[O:14][C:10]([C:6]4[CH:7]=[CH:8][CH:9]=[C:4]([O:3][C:2]([F:1])([F:17])[F:18])[CH:5]=4)=[CH:11][CH:12]=3)[CH2:32][CH2:31]2)[CH:25]=1)=[O:22]. (3) Given the reactants C(O[C:4]1[CH:9]=[CH:8][N:7]([C:10]2[CH:15]=[CH:14][C:13]([F:16])=[CH:12][CH:11]=2)[C:6](=[O:17])[C:5]=1[C:18]([NH:20][C:21]1[C:40]([F:41])=[CH:39][C:24]([O:25][C:26]2[CH:31]=[CH:30][N:29]=[C:28]([NH:32][C:33](=O)[O:34]C(C)=C)[CH:27]=2)=[C:23]([F:42])[CH:22]=1)=[O:19])C.[CH3:43][NH2:44].C[N:46]1[CH2:50]CCC1, predict the reaction product. The product is: [F:42][C:23]1[CH:22]=[C:21]([NH:20][C:18]([C:5]2[C:6](=[O:17])[N:7]([C:10]3[CH:11]=[CH:12][C:13]([F:16])=[CH:14][CH:15]=3)[CH:8]=[CH:9][C:4]=2[NH:46][CH3:50])=[O:19])[C:40]([F:41])=[CH:39][C:24]=1[O:25][C:26]1[CH:31]=[CH:30][N:29]=[C:28]([NH:32][C:33]([NH:44][CH3:43])=[O:34])[CH:27]=1. (4) Given the reactants [NH2:1][C:2]1[CH:7]=[CH:6][C:5]([C:8]2[CH:17]=[CH:16][C:11]3[N:12]=[C:13]([NH2:15])[S:14][C:10]=3[CH:9]=2)=[CH:4][CH:3]=1.CCN(C(C)C)C(C)C.[F:27][C:28]1[CH:33]=[CH:32][C:31]([CH2:34][C:35](O)=[O:36])=[CH:30][CH:29]=1.CN(C(ON1N=NC2C=CC=NC1=2)=[N+](C)C)C.F[P-](F)(F)(F)(F)F, predict the reaction product. The product is: [NH2:15][C:13]1[S:14][C:10]2[CH:9]=[C:8]([C:5]3[CH:4]=[CH:3][C:2]([NH:1][C:35](=[O:36])[CH2:34][C:31]4[CH:32]=[CH:33][C:28]([F:27])=[CH:29][CH:30]=4)=[CH:7][CH:6]=3)[CH:17]=[CH:16][C:11]=2[N:12]=1.